Dataset: Forward reaction prediction with 1.9M reactions from USPTO patents (1976-2016). Task: Predict the product of the given reaction. (1) Given the reactants [CH3:1][O:2][C:3]1[C:8]([CH3:9])=[C:7]([C:10]([F:13])([F:12])[F:11])[CH:6]=[CH:5][C:4]=1[C:14]1[O:15][CH2:16][C:17]([CH3:20])([CH3:19])[N:18]=1.[CH3:21][I:22], predict the reaction product. The product is: [I-:22].[CH3:1][O:2][C:3]1[C:8]([CH3:9])=[C:7]([C:10]([F:11])([F:12])[F:13])[CH:6]=[CH:5][C:4]=1[C:14]1[O:15][CH2:16][C:17]([CH3:20])([CH3:19])[N+:18]=1[CH3:21]. (2) The product is: [CH2:13]1[C:12]2[CH:15]=[CH:16][C:17]([NH:19][C:20]3[N:38]=[C:23]4[C:24]([C:28]5[CH:33]=[CH:32][CH:31]=[C:30]([C:34]([F:35])([F:37])[F:36])[CH:29]=5)=[CH:25][CH:26]=[CH:27][N:22]4[N:21]=3)=[CH:18][C:11]=2[CH2:10][CH2:9][NH:8][CH2:14]1. Given the reactants C(OC([N:8]1[CH2:14][CH2:13][C:12]2[CH:15]=[CH:16][C:17]([NH:19][C:20]3[N:38]=[C:23]4[C:24]([C:28]5[CH:33]=[CH:32][CH:31]=[C:30]([C:34]([F:37])([F:36])[F:35])[CH:29]=5)=[CH:25][CH:26]=[CH:27][N:22]4[N:21]=3)=[CH:18][C:11]=2[CH2:10][CH2:9]1)=O)(C)(C)C.FC(F)(F)C(O)=O, predict the reaction product. (3) The product is: [NH2:2][C:1](=[N:20][OH:21])[C:3]1[CH:4]=[C:5]([CH2:9][CH2:10][O:11][CH2:12][C:13]([O:15][C:16]([CH3:19])([CH3:18])[CH3:17])=[O:14])[CH:6]=[CH:7][CH:8]=1. Given the reactants [C:1]([C:3]1[CH:4]=[C:5]([CH2:9][CH2:10][O:11][CH2:12][C:13]([O:15][C:16]([CH3:19])([CH3:18])[CH3:17])=[O:14])[CH:6]=[CH:7][CH:8]=1)#[N:2].[NH2:20][OH:21], predict the reaction product.